From a dataset of Reaction yield outcomes from USPTO patents with 853,638 reactions. Predict the reaction yield, written as a fraction of the theoretical maximum amount of product (1.0 means a 100% yield; for example, 0.34 means a 34% yield). (1) The reactants are [NH2:1][C:2]1[CH:7]=[CH:6][C:5]([CH2:8][OH:9])=[CH:4][CH:3]=1.C(N(CC)C(C)C)(C)C.[N:19]1[CH:24]=[CH:23][CH:22]=[CH:21][C:20]=1[S:25](Cl)(=[O:27])=[O:26]. No catalyst specified. The product is [OH:9][CH2:8][C:5]1[CH:6]=[CH:7][C:2]([NH:1][S:25]([C:20]2[CH:21]=[CH:22][CH:23]=[CH:24][N:19]=2)(=[O:27])=[O:26])=[CH:3][CH:4]=1. The yield is 0.470. (2) The reactants are [CH3:1][C:2]1[CH:7]=[CH:6][N:5]=[C:4]([NH:8][CH2:9][CH2:10][CH2:11][O:12][C:13]2[CH:14]=[CH:15][C:16]3[CH2:22][CH:21]([CH2:23][C:24]([O:26]CC)=[O:25])[C:20]4[CH:29]=[CH:30][CH:31]=[CH:32][C:19]=4[O:18][C:17]=3[CH:33]=2)[CH:3]=1.[OH-].[Na+].Cl. The product is [CH3:1][C:2]1[CH:7]=[CH:6][N:5]=[C:4]([NH:8][CH2:9][CH2:10][CH2:11][O:12][C:13]2[CH:14]=[CH:15][C:16]3[CH2:22][CH:21]([CH2:23][C:24]([OH:26])=[O:25])[C:20]4[CH:29]=[CH:30][CH:31]=[CH:32][C:19]=4[O:18][C:17]=3[CH:33]=2)[CH:3]=1. The yield is 0.580. The catalyst is CCO. (3) The reactants are [Br:1][C:2]1[CH:7]=[CH:6][CH:5]=[CH:4][C:3]=1[OH:8].N1C=CC=CC=1.[F:15][C:16]([F:29])([F:28])[S:17](O[S:17]([C:16]([F:29])([F:28])[F:15])(=[O:19])=[O:18])(=[O:19])=[O:18].Cl. The catalyst is C(Cl)Cl. The product is [F:15][C:16]([F:29])([F:28])[S:17]([O:8][C:3]1[CH:4]=[CH:5][CH:6]=[CH:7][C:2]=1[Br:1])(=[O:19])=[O:18]. The yield is 0.965. (4) The reactants are [CH3:1][O:2][C:3]1[CH:4]=[C:5]([C:9]2[C:10]([C:24]3[CH:29]=[CH:28][N:27]=[CH:26][CH:25]=3)=[N:11][N:12]3[C:17](=[O:18])[C:16]([C:19]([O:21]CC)=[O:20])=[CH:15][NH:14][C:13]=23)[CH:6]=[CH:7][CH:8]=1.[OH-].[Na+].Cl. No catalyst specified. The product is [CH3:1][O:2][C:3]1[CH:4]=[C:5]([C:9]2[C:10]([C:24]3[CH:25]=[CH:26][N:27]=[CH:28][CH:29]=3)=[N:11][N:12]3[C:17](=[O:18])[C:16]([C:19]([OH:21])=[O:20])=[CH:15][NH:14][C:13]=23)[CH:6]=[CH:7][CH:8]=1. The yield is 0.920. (5) The reactants are [CH3:1][S:2]([C:5]1[CH:6]=[C:7]2[C:11](=[CH:12][CH:13]=1)[NH:10][CH2:9][CH2:8]2)(=[O:4])=[O:3].ClC1C(=O)C(C#N)=C(C#N)C(=O)C=1Cl. The catalyst is O1CCOCC1. The product is [CH3:1][S:2]([C:5]1[CH:6]=[C:7]2[C:11](=[CH:12][CH:13]=1)[NH:10][CH:9]=[CH:8]2)(=[O:4])=[O:3]. The yield is 0.470. (6) The reactants are [CH:1]([C:3]1[S:7][C:6](B(O)O)=[C:5]([CH3:11])[CH:4]=1)=O.IC1[C:21]2[C:16](=[N:17][CH:18]=[N:19][C:20]=2[NH2:22])[N:15]([CH:23]([CH3:25])[CH3:24])[N:14]=1.[C:26]([O-])([O-])=[O:27].[Na+].[Na+]. The catalyst is CCO.COCCOC.C1C=CC([P]([Pd]([P](C2C=CC=CC=2)(C2C=CC=CC=2)C2C=CC=CC=2)([P](C2C=CC=CC=2)(C2C=CC=CC=2)C2C=CC=CC=2)[P](C2C=CC=CC=2)(C2C=CC=CC=2)C2C=CC=CC=2)(C2C=CC=CC=2)C2C=CC=CC=2)=CC=1. The product is [NH2:22][C:20]1[N:19]=[CH:18][N:17]=[C:16]2[N:15]([CH:23]([CH3:25])[CH3:24])[N:14]=[C:1]([C:3]3[S:7][C:6]([CH:26]=[O:27])=[C:5]([CH3:11])[CH:4]=3)[C:21]=12. The yield is 0.380. (7) The reactants are [CH2:1]([O:3][C:4]1[CH:9]=[CH:8][CH:7]=[CH:6][C:5]=1B(O)O)[CH3:2].[F-].[K+].[N+:15]([C:18]1[CH:23]=[C:22]([N+:24]([O-:26])=[O:25])[CH:21]=[CH:20][C:19]=1Br)([O-:17])=[O:16].C(P(C(C)(C)C)C(C)(C)C)(C)(C)C. The catalyst is C1COCC1.C1C=CC(/C=C/C(/C=C/C2C=CC=CC=2)=O)=CC=1.C1C=CC(/C=C/C(/C=C/C2C=CC=CC=2)=O)=CC=1.C1C=CC(/C=C/C(/C=C/C2C=CC=CC=2)=O)=CC=1.[Pd].[Pd]. The product is [CH2:1]([O:3][C:4]1[CH:9]=[CH:8][CH:7]=[CH:6][C:5]=1[C:19]1[CH:20]=[CH:21][C:22]([N+:24]([O-:26])=[O:25])=[CH:23][C:18]=1[N+:15]([O-:17])=[O:16])[CH3:2]. The yield is 0.820.